The task is: Predict the reaction yield, written as a fraction of the theoretical maximum amount of product (1.0 means a 100% yield; for example, 0.34 means a 34% yield).. This data is from Reaction yield outcomes from USPTO patents with 853,638 reactions. The reactants are [CH3:1][C:2]1([CH3:20])[O:7][CH2:6][CH:5]([O:8][N:9]2C(=O)C3C(=CC=CC=3)C2=O)[CH2:4][O:3]1.CNN. The catalyst is ClCCl. The product is [CH3:1][C:2]1([CH3:20])[O:7][CH2:6][CH:5]([O:8][NH2:9])[CH2:4][O:3]1. The yield is 1.00.